From a dataset of Full USPTO retrosynthesis dataset with 1.9M reactions from patents (1976-2016). Predict the reactants needed to synthesize the given product. (1) Given the product [NH2:1][C:2]1[C:11]2[N:12]=[C:13]([CH2:20][O:21][CH2:22][CH3:23])[N:14]([CH2:15][C:16]([OH:18])([CH3:19])[CH3:17])[C:10]=2[C:9]2[CH:8]=[CH:7][C:6]([N:27]3[CH2:28][CH2:29][O:25][C:26]3=[O:30])=[CH:5][C:4]=2[N:3]=1, predict the reactants needed to synthesize it. The reactants are: [NH2:1][C:2]1[C:11]2[N:12]=[C:13]([CH2:20][O:21][CH2:22][CH3:23])[N:14]([CH2:15][C:16]([CH3:19])([OH:18])[CH3:17])[C:10]=2[C:9]2[CH:8]=[CH:7][C:6](Br)=[CH:5][C:4]=2[N:3]=1.[O:25]1[CH2:29][CH2:28][NH:27][C:26]1=[O:30].BrC1C=CC2C3N(CCCOC(C)C)C(COCC)=NC=3C(N)=NC=2C=1.N1CCCC1=O. (2) Given the product [CH3:1][O:2][C:3](=[O:20])[CH2:4][C:5]1[CH:10]=[CH:9][CH:8]=[C:7]([NH:11][C:12]([C:14]2[O:15][C:16]([C:29]3[C:30]4[C:25](=[CH:24][CH:23]=[CH:22][CH:21]=4)[CH:26]=[CH:27][CH:28]=3)=[CH:17][CH:18]=2)=[O:13])[CH:6]=1, predict the reactants needed to synthesize it. The reactants are: [CH3:1][O:2][C:3](=[O:20])[CH2:4][C:5]1[CH:10]=[CH:9][CH:8]=[C:7]([NH:11][C:12]([C:14]2[O:15][C:16](Br)=[CH:17][CH:18]=2)=[O:13])[CH:6]=1.[C:21]1(B(O)O)[C:30]2[C:25](=[CH:26][CH:27]=[CH:28][CH:29]=2)[CH:24]=[CH:23][CH:22]=1. (3) Given the product [C:9]([C:10]1[CH:11]=[CH:12][C:13]([NH:16][CH:17]([C:21]2[CH:26]=[C:25]([O:27][CH3:28])[CH:24]=[CH:23][C:22]=2[O:29][CH2:30][C:31]([OH:33])=[O:32])[C:18]([OH:20])=[O:19])=[CH:14][CH:15]=1)(=[NH:8])[NH2:34], predict the reactants needed to synthesize it. The reactants are: C(OC([NH:8][C:9](=[NH:34])[C:10]1[CH:15]=[CH:14][C:13]([NH:16][CH:17]([C:21]2[CH:26]=[C:25]([O:27][CH3:28])[CH:24]=[CH:23][C:22]=2[O:29][CH2:30][C:31]([OH:33])=[O:32])[C:18]([OH:20])=[O:19])=[CH:12][CH:11]=1)=O)(C)(C)C.C(O)(C(F)(F)F)=O. (4) Given the product [CH3:1][O:2][C:3]1[CH:4]=[CH:5][C:6]([C:7]([CH2:18][C:17]#[N:19])=[O:9])=[CH:11][CH:12]=1, predict the reactants needed to synthesize it. The reactants are: [CH3:1][O:2][C:3]1[CH:12]=[CH:11][C:6]([C:7]([O:9]C)=O)=[CH:5][CH:4]=1.C[O-].[Na+].Cl.[C:17](#[N:19])[CH3:18]. (5) Given the product [Cl:3][C:4]1[N:9]=[C:8]([Cl:10])[C:7]2[C:11]([CH3:12])([CH3:1])[C:21](=[O:24])[N:17]([CH:18]3[CH2:19][CH2:20]3)[C:6]=2[N:5]=1, predict the reactants needed to synthesize it. The reactants are: [CH3:1]I.[Cl:3][C:4]1[N:9]=[C:8]([Cl:10])[C:7]([CH2:11][C:12](OCC)=O)=[C:6]([NH:17][CH:18]2[CH2:20][CH2:19]2)[N:5]=1.[C:21](=[O:24])([O-])[O-].[Cs+].[Cs+].